Dataset: Catalyst prediction with 721,799 reactions and 888 catalyst types from USPTO. Task: Predict which catalyst facilitates the given reaction. (1) Reactant: [CH2:1]([OH:7])[C@@H:2]([OH:6])[CH2:3][CH2:4][OH:5].[CH3:8][CH2:9][C:10](=O)[CH2:11][CH3:12].C1(C)C=CC(S(O)(=O)=O)=CC=1. Product: [CH2:9]([C:10]1([CH2:11][CH3:12])[O:6][C@@H:2]([CH2:3][CH2:4][OH:5])[CH2:1][O:7]1)[CH3:8]. The catalyst class is: 424. (2) Reactant: [CH3:1][C:2]1[CH:3]=[CH:4][CH:5]=[C:6]2[C:14]=1[CH2:13][C@H:12]1[C@@H:7]2[CH2:8][NH:9][CH2:10][CH2:11]1.Cl[C:16]([O:18][CH2:19][CH3:20])=[O:17].CCN(CC)CC. Product: [CH3:16][N:9]1[CH2:8][C@H:7]2[C@H:12]([CH2:13][C:14]3[C:6]2=[CH:5][CH:4]=[CH:3][C:2]=3[CH3:1])[CH2:11][CH2:10]1.[CH2:19]([O:18][C:16]([N:9]1[CH2:8][C@H:7]2[C@H:12]([CH2:13][C:14]3[C:6]2=[CH:5][CH:4]=[CH:3][C:2]=3[CH3:1])[CH2:11][CH2:10]1)=[O:17])[CH3:20]. The catalyst class is: 2. (3) Reactant: C([N:4](C(C)C)[C:5](=[O:21])[C:6]1[CH:11]=[CH:10][C:9]([C:12]2[CH:17]=[CH:16][CH:15]=[CH:14][C:13]=2[CH3:18])=[CH:8][C:7]=1[CH:19]=O)(C)C.[NH2:25]N. Product: [C:13]1([CH3:18])[CH:14]=[CH:15][CH:16]=[CH:17][C:12]=1[C:9]1[CH:8]=[C:7]2[C:6](=[CH:11][CH:10]=1)[C:5]([OH:21])=[N:4][N:25]=[CH:19]2. The catalyst class is: 15.